This data is from Forward reaction prediction with 1.9M reactions from USPTO patents (1976-2016). The task is: Predict the product of the given reaction. The product is: [Cl:22][C:5]1[C:6]([NH:8][C:9]2[CH:21]=[CH:20][C:12]3[CH2:13][CH2:14][N:15]([CH2:18][CH3:19])[CH2:16][CH2:17][C:11]=3[CH:10]=2)=[CH:37][C:2]([NH:7][C:33]2[CH:34]=[CH:35][C:28]3[CH2:27][CH2:26][N:25]([CH2:23][CH3:24])[CH2:31][CH2:30][C:29]=3[CH:32]=2)=[N:3][CH:4]=1. Given the reactants Cl[C:2]1[N:7]=[C:6]([NH:8][C:9]2[CH:21]=[CH:20][C:12]3[CH2:13][CH2:14][N:15]([CH2:18][CH3:19])[CH2:16][CH2:17][C:11]=3[CH:10]=2)[C:5]([Cl:22])=[CH:4][N:3]=1.[CH2:23]([N:25]1[CH2:31][CH2:30][C:29]2[CH:32]=[C:33](N)[CH:34]=[CH:35][C:28]=2[CH2:27][CH2:26]1)[CH3:24].[C:37]12(CS(O)(=O)=O)C(C)(C)C(CC1)CC2=O, predict the reaction product.